From a dataset of Forward reaction prediction with 1.9M reactions from USPTO patents (1976-2016). Predict the product of the given reaction. (1) Given the reactants [CH2:1]=[C:2]([C:4]1[CH:13]=[CH:12][CH:11]=[C:10]2[C:5]=1[CH2:6][CH2:7][N:8]1[C:18](=[O:19])[CH2:17][NH:16][C:15](=O)[CH:14]=[C:9]12)[CH3:3].O=P(Cl)(Cl)Cl.[CH3:26][O:27][C@@H:28]([C:30]1[N:31]=[CH:32][NH:33][CH:34]=1)[CH3:29].N1C=CC=CC=1, predict the reaction product. The product is: [CH3:26][O:27][C@@H:28]([C:30]1[N:31]=[CH:32][N:33]([C:15]2[CH:14]=[C:9]3[C:10]4[C:5]([CH2:6][CH2:7][N:8]3[C:18](=[O:19])[CH2:17][N:16]=2)=[C:4]([C:2]([CH3:3])=[CH2:1])[CH:13]=[CH:12][CH:11]=4)[CH:34]=1)[CH3:29]. (2) Given the reactants [Na+].[I-:2].CN[C@@H]1CCCC[C@H]1NC.[Cl:13][C:14]1[CH:19]=[CH:18][C:17]([CH3:20])=[CH:16][CH:15]=1.C(O)CCCC.CCCCC[CH2:32][CH2:33][CH2:34][CH2:35][CH2:36][CH2:37][CH3:38], predict the reaction product. The product is: [Cl:13][C:14]1[CH:19]=[CH:18][C:17]([CH3:20])=[CH:16][CH:15]=1.[I:2][C:36]1[CH:35]=[CH:34][C:33]([CH3:32])=[CH:38][CH:37]=1. (3) Given the reactants Br[C:2]1[N:7]=[C:6]([C:8]([NH:10][C:11]2[CH:12]=[N:13][CH:14]=[CH:15][C:16]=2[C@@H:17]2[O:22][C@H:21]([CH3:23])[C@:20]([OH:25])([CH3:24])[C@H:19]([NH:26][C:27](=[O:33])[O:28][C:29]([CH3:32])([CH3:31])[CH3:30])[CH2:18]2)=[O:9])[CH:5]=[CH:4][C:3]=1[F:34].[F:35][C:36]1[CH:37]=[C:38]([CH:43]=[C:44]([F:55])[C:45]=1B1OC(C)(C)C(C)(C)O1)[C:39]([O:41][CH3:42])=[O:40], predict the reaction product. The product is: [C:29]([O:28][C:27]([NH:26][C@H:19]1[C@@:20]([OH:25])([CH3:24])[C@@H:21]([CH3:23])[O:22][C@@H:17]([C:16]2[CH:15]=[CH:14][N:13]=[CH:12][C:11]=2[NH:10][C:8]([C:6]2[N:7]=[C:2]([C:45]3[C:44]([F:55])=[CH:43][C:38]([C:39]([O:41][CH3:42])=[O:40])=[CH:37][C:36]=3[F:35])[C:3]([F:34])=[CH:4][CH:5]=2)=[O:9])[CH2:18]1)=[O:33])([CH3:32])([CH3:31])[CH3:30]. (4) Given the reactants [C:1]1([NH:7][C:8]2[CH:9]=[C:10]([CH:14]=[CH:15][CH:16]=2)[C:11]([OH:13])=O)[CH:6]=[CH:5][CH:4]=[CH:3][CH:2]=1.Cl.[Cl:18][C:19]1[CH:20]=[C:21]2[C:25](=[CH:26][CH:27]=1)[NH:24][CH:23]=[C:22]2[CH2:28][CH2:29][NH2:30].CN(C(ON1N=NC2C=CC=NC1=2)=[N+](C)C)C.F[P-](F)(F)(F)(F)F, predict the reaction product. The product is: [Cl:18][C:19]1[CH:20]=[C:21]2[C:25](=[CH:26][CH:27]=1)[NH:24][CH:23]=[C:22]2[CH2:28][CH2:29][NH:30][C:11](=[O:13])[C:10]1[CH:14]=[CH:15][CH:16]=[C:8]([NH:7][C:1]2[CH:2]=[CH:3][CH:4]=[CH:5][CH:6]=2)[CH:9]=1. (5) Given the reactants C([O:8][C:9]([C:11]1[CH:20]=[C:19]([O:21][CH2:22][C:23]2[CH:28]=[CH:27][CH:26]=[CH:25][CH:24]=2)[C:18]2[C:13](=[CH:14][CH:15]=[CH:16][CH:17]=2)[N:12]=1)=[O:10])C1C=CC=CC=1.[Li+].[OH-], predict the reaction product. The product is: [C:9]([C:11]1[CH:20]=[C:19]([O:21][CH2:22][C:23]2[CH:28]=[CH:27][CH:26]=[CH:25][CH:24]=2)[C:18]2[C:13](=[CH:14][CH:15]=[CH:16][CH:17]=2)[N:12]=1)([OH:10])=[O:8]. (6) Given the reactants [N+:1]([C:4]1[C:5]([S:26][C:27]#[N:28])=[N:6][C:7]([NH:10][C:11]2[CH:12]=[C:13]([NH:18][C:19](=[O:25])[O:20][C:21]([CH3:24])([CH3:23])[CH3:22])[CH:14]=[CH:15][C:16]=2[CH3:17])=[N:8][CH:9]=1)([O-])=O.CN1CCCC1=O.[Cl-].[Ca+2].[Cl-], predict the reaction product. The product is: [NH2:28][C:27]1[S:26][C:5]2[N:6]=[C:7]([NH:10][C:11]3[CH:12]=[C:13]([NH:18][C:19](=[O:25])[O:20][C:21]([CH3:24])([CH3:23])[CH3:22])[CH:14]=[CH:15][C:16]=3[CH3:17])[N:8]=[CH:9][C:4]=2[N:1]=1. (7) Given the reactants [NH2:1][CH2:2][CH2:3][CH2:4][N:5]1[CH2:10][CH2:9][CH2:8][CH2:7][CH2:6]1.[C:11]([O:15][C:16]([NH:18][C:19]1[CH:24]=[CH:23][CH:22]=[CH:21][C:20]=1[NH:25][C:26](=[O:40])[C:27]1[CH:32]=[CH:31][C:30]([C:33]2[CH:38]=[CH:37][N:36]=[C:35](Cl)[N:34]=2)=[CH:29][CH:28]=1)=[O:17])([CH3:14])([CH3:13])[CH3:12], predict the reaction product. The product is: [C:11]([O:15][C:16]([NH:18][C:19]1[CH:24]=[CH:23][CH:22]=[CH:21][C:20]=1[NH:25][C:26](=[O:40])[C:27]1[CH:32]=[CH:31][C:30]([C:33]2[CH:38]=[CH:37][N:36]=[C:35]([NH:1][CH2:2][CH2:3][CH2:4][N:5]3[CH2:10][CH2:9][CH2:8][CH2:7][CH2:6]3)[N:34]=2)=[CH:29][CH:28]=1)=[O:17])([CH3:14])([CH3:12])[CH3:13].